This data is from Forward reaction prediction with 1.9M reactions from USPTO patents (1976-2016). The task is: Predict the product of the given reaction. (1) Given the reactants [F:1][C:2]1[CH:7]=[CH:6][C:5]([C:8]2[N:12]=[N:11][N:10]([CH3:13])[C:9]=2[C:14]#[C:15][C:16]2[CH:24]=[CH:23][C:19]([C:20](O)=[O:21])=[CH:18][N:17]=2)=[CH:4][CH:3]=1.CN(C(O[N:33]1N=N[C:35]2C=CC=[CH:39][C:34]1=2)=[N+](C)C)C.[B-](F)(F)(F)F.CCN(C(C)C)C(C)C.C(N)(C)C, predict the reaction product. The product is: [F:1][C:2]1[CH:7]=[CH:6][C:5]([C:8]2[N:12]=[N:11][N:10]([CH3:13])[C:9]=2[C:14]#[C:15][C:16]2[CH:24]=[CH:23][C:19]([C:20]([NH:33][CH:34]([CH3:39])[CH3:35])=[O:21])=[CH:18][N:17]=2)=[CH:4][CH:3]=1. (2) Given the reactants [Si]([O:8][C@@H:9]([CH3:42])[C@H:10]([C:22]1[O:26][C:25]([C:27]2[CH:32]=[CH:31][C:30]([NH:33][C:34](=[O:41])[C:35]3[CH:40]=[CH:39][CH:38]=[CH:37][CH:36]=3)=[CH:29][CH:28]=2)=[N:24][N:23]=1)[NH:11][C:12]1[CH:17]=[CH:16][C:15]([C:18]#[N:19])=[C:14]([Cl:20])[C:13]=1[CH3:21])(C(C)(C)C)(C)C.CCCC[N+](CCCC)(CCCC)CCCC.[F-], predict the reaction product. The product is: [Cl:20][C:14]1[C:13]([CH3:21])=[C:12]([NH:11][C@@H:10]([C:22]2[O:26][C:25]([C:27]3[CH:32]=[CH:31][C:30]([NH:33][C:34](=[O:41])[C:35]4[CH:40]=[CH:39][CH:38]=[CH:37][CH:36]=4)=[CH:29][CH:28]=3)=[N:24][N:23]=2)[C@@H:9]([OH:8])[CH3:42])[CH:17]=[CH:16][C:15]=1[C:18]#[N:19]. (3) Given the reactants [C:1]([C:3]1[C:4]([C:17]([F:20])([F:19])[F:18])=[C:5]2[C:9](=[CH:10][CH:11]=1)[N:8]([CH2:12][C:13]([OH:15])=O)[C:7]([CH3:16])=[CH:6]2)#[N:2].[N:21]1[CH:26]=[CH:25][CH:24]=[C:23]([C:27]([NH:29][NH2:30])=O)[CH:22]=1, predict the reaction product. The product is: [CH3:16][C:7]1[N:8]([CH2:12][C:13]2[O:15][C:27]([C:23]3[CH:22]=[N:21][CH:26]=[CH:25][CH:24]=3)=[N:29][N:30]=2)[C:9]2[C:5]([CH:6]=1)=[C:4]([C:17]([F:19])([F:18])[F:20])[C:3]([C:1]#[N:2])=[CH:11][CH:10]=2. (4) Given the reactants [Si]([O:8][CH2:9][C@@H:10]([NH:18][C:19]1[C:20]2[CH2:28][N:27]([C:29]3[CH:36]=[CH:35][C:34]([Cl:37])=[CH:33][C:30]=3[C:31]#[N:32])[CH2:26][CH2:25][C:21]=2[N:22]=[CH:23][N:24]=1)[C:11]1[CH:12]=[N:13][C:14]([CH3:17])=[N:15][CH:16]=1)(C(C)(C)C)(C)C.CCCC[N+](CCCC)(CCCC)CCCC.[F-].O.CCOC(C)=O, predict the reaction product. The product is: [Cl:37][C:34]1[CH:35]=[CH:36][C:29]([N:27]2[CH2:26][CH2:25][C:21]3[N:22]=[CH:23][N:24]=[C:19]([NH:18][C@@H:10]([C:11]4[CH:16]=[N:15][C:14]([CH3:17])=[N:13][CH:12]=4)[CH2:9][OH:8])[C:20]=3[CH2:28]2)=[C:30]([CH:33]=1)[C:31]#[N:32]. (5) Given the reactants CS[C:3]1[N:4]=[C:5]([CH2:12][C:13]2[CH:17]=[CH:16][S:15][CH:14]=2)[NH:6][C:7](=[O:11])[C:8]=1[C:9]#[N:10].[NH:18]1[CH2:23][CH2:22][CH:21]([CH2:24][CH2:25][OH:26])[CH2:20][CH2:19]1, predict the reaction product. The product is: [OH:26][CH2:25][CH2:24][CH:21]1[CH2:22][CH2:23][N:18]([C:3]2[N:4]=[C:5]([CH2:12][C:13]3[CH:17]=[CH:16][S:15][CH:14]=3)[NH:6][C:7](=[O:11])[C:8]=2[C:9]#[N:10])[CH2:19][CH2:20]1. (6) The product is: [Cl:8][C:6]1[CH:5]=[CH:4][C:3]2[N:9]=[C:24]([C:19]3[C:18]4[C:17]5[C:12](=[CH:13][CH:14]=[CH:15][CH:16]=5)[C:11](=[O:10])[C:23]=4[CH:22]=[CH:21][CH:20]=3)[NH:1][C:2]=2[CH:7]=1. Given the reactants [NH2:1][C:2]1[CH:7]=[C:6]([Cl:8])[CH:5]=[CH:4][C:3]=1[NH-:9].[O:10]=[C:11]1[C:23]2[CH:22]=[CH:21][CH:20]=[C:19]([C:24](O)=O)[C:18]=2[C:17]2[C:12]1=[CH:13][CH:14]=[CH:15][CH:16]=2, predict the reaction product.